From a dataset of Forward reaction prediction with 1.9M reactions from USPTO patents (1976-2016). Predict the product of the given reaction. (1) The product is: [F:1][C:2]1[CH:3]=[CH:4][CH:5]=[C:6]2[C:11]=1[NH:10][C:9](=[O:12])[C:8]([CH:13]1[CH2:14][CH2:15][N:16]([C:19]([O:21][C@H:22]([CH2:26][C:27]3[CH:35]=[C:34]([CH3:36])[C:33]4[C:29](=[CH:30][N:31]([CH2:37][O:38][CH2:39][CH2:40][Si:41]([CH3:43])([CH3:42])[CH3:44])[N:32]=4)[CH:28]=3)[C:23](=[O:24])[N:63]3[CH2:64][CH2:65][CH:60]([N:54]4[CH2:59][CH2:58][CH2:57][CH2:56][CH2:55]4)[CH2:61][CH2:62]3)=[O:20])[CH2:17][CH2:18]1)=[CH:7]2. Given the reactants [F:1][C:2]1[CH:3]=[CH:4][CH:5]=[C:6]2[C:11]=1[NH:10][C:9](=[O:12])[C:8]([CH:13]1[CH2:18][CH2:17][N:16]([C:19]([O:21][C@H:22]([CH2:26][C:27]3[CH:35]=[C:34]([CH3:36])[C:33]4[C:29](=[CH:30][N:31]([CH2:37][O:38][CH2:39][CH2:40][Si:41]([CH3:44])([CH3:43])[CH3:42])[N:32]=4)[CH:28]=3)[C:23](O)=[O:24])=[O:20])[CH2:15][CH2:14]1)=[CH:7]2.C(N(CC)C(C)C)(C)C.[N:54]1([CH:60]2[CH2:65][CH2:64][NH:63][CH2:62][CH2:61]2)[CH2:59][CH2:58][CH2:57][CH2:56][CH2:55]1, predict the reaction product. (2) Given the reactants C1C2C(=CC=CC=2)CC(C(O)=O)N1.O[C:15]1[CH:24]=[C:23]2[C:18]([CH2:19][C@@H:20]([C:25]([NH:27][C@H:28]([CH2:32][N:33]3[CH2:38][CH2:37][C@:36]([C:40]4[CH:45]=[CH:44][CH:43]=[C:42]([OH:46])[CH:41]=4)([CH3:39])[C@@H:35]([CH3:47])[CH2:34]3)[CH:29]([CH3:31])[CH3:30])=[O:26])[NH:21][CH2:22]2)=[CH:17][CH:16]=1.C(O)(C(F)(F)F)=O, predict the reaction product. The product is: [OH:46][C:42]1[CH:41]=[C:40]([C@:36]2([CH3:39])[CH2:37][CH2:38][N:33]([CH2:32][C@@H:28]([NH:27][C:25]([C@H:20]3[CH2:19][C:18]4[C:23](=[CH:24][CH:15]=[CH:16][CH:17]=4)[CH2:22][NH:21]3)=[O:26])[CH:29]([CH3:31])[CH3:30])[CH2:34][C@@H:35]2[CH3:47])[CH:45]=[CH:44][CH:43]=1. (3) Given the reactants C1CO[CH:20]2[CH:3]([CH2:4][C:5]3[C@H:18]([CH2:19]2)[C@@H:17]2[C@H:8]([C@H:9]4[C@@:13]([CH2:15][C@@H:16]2[F:23])([CH3:14])[C@@H:12]([OH:24])[CH2:11][CH2:10]4)[C@H:7]([CH3:25])[CH:6]=3)[O:2]1.C(O)(=O)C(O)=O.O.C(=O)(O)[O-].[Na+], predict the reaction product. The product is: [F:23][C@H:16]1[CH2:15][C@@:13]2([CH3:14])[C@@H:9]([CH2:10][CH2:11][C@@H:12]2[OH:24])[C@H:8]2[C@H:17]1[C:18]1[CH2:19][CH2:20][C:3](=[O:2])[CH2:4][C:5]=1[CH2:6][C@H:7]2[CH3:25]. (4) Given the reactants [CH:1]1[C:10]2[C:5](=[CH:6][CH:7]=[CH:8][CH:9]=2)[CH:4]=[CH:3][C:2]=1[S:11](Cl)(=[O:13])=[O:12].[NH2:15][C:16]1[CH:17]=[C:18]2[C:22](=[CH:23][CH:24]=1)[N:21]([CH2:25][CH2:26][N:27]([CH3:29])[CH3:28])[CH:20]=[CH:19]2, predict the reaction product. The product is: [CH3:28][N:27]([CH3:29])[CH2:26][CH2:25][N:21]1[C:22]2[C:18](=[CH:17][C:16]([NH:15][S:11]([C:2]3[CH:3]=[CH:4][C:5]4[C:10](=[CH:9][CH:8]=[CH:7][CH:6]=4)[CH:1]=3)(=[O:13])=[O:12])=[CH:24][CH:23]=2)[CH:19]=[CH:20]1. (5) Given the reactants Br[C:2]1[CH:16]=[CH:15][CH:14]=[C:13]([O:17][CH3:18])[C:3]=1[CH2:4][O:5][Si:6]([C:9]([CH3:12])([CH3:11])[CH3:10])([CH3:8])[CH3:7].[C:19]([O:23][CH2:24][CH3:25])(=[O:22])[CH:20]=[CH2:21].C(N(CC)CC)C.C1(C)C=CC=CC=1P(C1C=CC=CC=1C)C1C=CC=CC=1C, predict the reaction product. The product is: [Si:6]([O:5][CH2:4][C:3]1[C:13]([O:17][CH3:18])=[CH:14][CH:15]=[CH:16][C:2]=1/[CH:21]=[CH:20]/[C:19]([O:23][CH2:24][CH3:25])=[O:22])([C:9]([CH3:12])([CH3:11])[CH3:10])([CH3:8])[CH3:7]. (6) Given the reactants C([O:8][C:9]1[CH:10]=[C:11]([CH:15]([C:17]2[C:25]3[C:20](=[CH:21][CH:22]=[CH:23][CH:24]=3)[N:19]([CH2:26][CH2:27][CH3:28])[N:18]=2)[OH:16])[CH:12]=[CH:13][CH:14]=1)C1C=CC=CC=1.C([O-])=O.[NH4+], predict the reaction product. The product is: [OH:16][CH:15]([C:17]1[C:25]2[C:20](=[CH:21][CH:22]=[CH:23][CH:24]=2)[N:19]([CH2:26][CH2:27][CH3:28])[N:18]=1)[C:11]1[CH:10]=[C:9]([OH:8])[CH:14]=[CH:13][CH:12]=1. (7) The product is: [F:29][C:2]1([F:1])[CH2:10][C@@H:9]2[C@@H:5]([C@@H:6]([CH3:12])[O:7][C:8]2=[O:11])[C@@H:4]([C:13]([OH:14])=[O:33])[C@@H:3]1[CH3:28]. Given the reactants [F:1][C:2]1([F:29])[CH2:10][C@@H:9]2[C@@H:5]([C@@H:6]([CH3:12])[O:7][C:8]2=[O:11])[C@@H:4]([C:13](N(C2C=CC=CC=2)C2C=CC=CC=2)=[O:14])[C@@H:3]1[CH3:28].C1C[O:33]CC1, predict the reaction product. (8) Given the reactants C[O:2][C:3](=[O:49])[CH2:4][C@H:5]([OH:48])[CH2:6][C@H:7]([OH:47])[CH2:8][CH2:9][C:10]1[N:11]([CH:44]([CH3:46])[CH3:45])[C:12]([C:28](=[O:43])[NH:29][CH2:30][C:31]2[CH:36]=[CH:35][C:34]([C:37]([O:39][CH:40]([CH3:42])[CH3:41])=[O:38])=[CH:33][CH:32]=2)=[C:13]([C:22]2[CH:27]=[CH:26][CH:25]=[CH:24][CH:23]=2)[C:14]=1[C:15]1[CH:20]=[CH:19][C:18]([F:21])=[CH:17][CH:16]=1.C(O)C.O.[OH-].[Na+:55], predict the reaction product. The product is: [Na+:55].[F:21][C:18]1[CH:19]=[CH:20][C:15]([C:14]2[C:13]([C:22]3[CH:23]=[CH:24][CH:25]=[CH:26][CH:27]=3)=[C:12]([C:28](=[O:43])[NH:29][CH2:30][C:31]3[CH:36]=[CH:35][C:34]([C:37]([O:39][CH:40]([CH3:42])[CH3:41])=[O:38])=[CH:33][CH:32]=3)[N:11]([CH:44]([CH3:45])[CH3:46])[C:10]=2[CH2:9][CH2:8][C@@H:7]([OH:47])[CH2:6][C@@H:5]([OH:48])[CH2:4][C:3]([O-:49])=[O:2])=[CH:16][CH:17]=1. (9) Given the reactants [C:1]1([C:7]#[CH:8])[CH:6]=[CH:5][CH:4]=[CH:3][CH:2]=1.CN(CCN(C)C)C.[Li]CCCC.[P:22](Cl)([O:27][CH2:28][CH3:29])([O:24][CH2:25][CH3:26])=[O:23], predict the reaction product. The product is: [CH2:25]([O:24][P:22]([C:8]#[C:7][C:1]1[CH:6]=[CH:5][CH:4]=[CH:3][CH:2]=1)([O:27][CH2:28][CH3:29])=[O:23])[CH3:26].